Task: Predict which catalyst facilitates the given reaction.. Dataset: Catalyst prediction with 721,799 reactions and 888 catalyst types from USPTO (1) Reactant: [N:1]([CH2:4][C@@H:5]1[O:9][C:8](=[O:10])[N:7]([C:11]2[CH:16]=[CH:15][C:14]([O:17][CH2:18][C:19]3[CH:24]=[CH:23][CH:22]=[CH:21][CH:20]=3)=[C:13]([F:25])[CH:12]=2)[CH2:6]1)=[N+]=[N-].C1C=CC(P(C2C=CC=CC=2)C2C=CC=CC=2)=CC=1.O. Product: [NH2:1][CH2:4][C@@H:5]1[O:9][C:8](=[O:10])[N:7]([C:11]2[CH:16]=[CH:15][C:14]([O:17][CH2:18][C:19]3[CH:20]=[CH:21][CH:22]=[CH:23][CH:24]=3)=[C:13]([F:25])[CH:12]=2)[CH2:6]1. The catalyst class is: 1. (2) Reactant: [F:1][C:2]1[CH:3]=[CH:4][C:5]([N+:10]([O-])=O)=[C:6]([O:8][CH3:9])[CH:7]=1. Product: [F:1][C:2]1[CH:3]=[CH:4][C:5]([NH2:10])=[C:6]([O:8][CH3:9])[CH:7]=1. The catalyst class is: 19. (3) Reactant: [Cl:1][C:2]1[CH:7]=[CH:6][CH:5]=[CH:4][C:3]=1[CH:8]=[CH2:9].C(N(CC)CC)C.Cl[O-].[Na+].[OH:20][N:21]=[CH:22][C:23]1[N:24]=[C:25]([CH:28]2[CH2:33][CH2:32][N:31]([C:34](=[O:46])[CH2:35][N:36]3[C:40]([CH3:41])=[CH:39][C:38]([C:42]([F:45])([F:44])[F:43])=[N:37]3)[CH2:30][CH2:29]2)[S:26][CH:27]=1. Product: [Cl:1][C:2]1[CH:7]=[CH:6][CH:5]=[CH:4][C:3]=1[CH:8]1[O:20][N:21]=[C:22]([C:23]2[N:24]=[C:25]([CH:28]3[CH2:29][CH2:30][N:31]([C:34](=[O:46])[CH2:35][N:36]4[C:40]([CH3:41])=[CH:39][C:38]([C:42]([F:45])([F:43])[F:44])=[N:37]4)[CH2:32][CH2:33]3)[S:26][CH:27]=2)[CH2:9]1. The catalyst class is: 4. (4) The catalyst class is: 8. Reactant: [F:1][C:2]1[CH:21]=[CH:20][CH:19]=[CH:18][C:3]=1[C:4]([NH:6][C:7]1[CH:12]=[CH:11][C:10]([C:13]([NH:15][NH2:16])=[O:14])=[C:9]([F:17])[CH:8]=1)=[O:5].[OH-].[K+].[C:24](=S)=[S:25]. Product: [F:1][C:2]1[CH:21]=[CH:20][CH:19]=[CH:18][C:3]=1[C:4]([NH:6][C:7]1[CH:12]=[CH:11][C:10]([C:13]2[O:14][C:24](=[S:25])[NH:16][N:15]=2)=[C:9]([F:17])[CH:8]=1)=[O:5]. (5) Reactant: [CH:1]1([C:4]([NH:6][C:7]2[CH:12]=[CH:11][CH:10]=[C:9]([C:13]3[C:21]4[C:16](=[CH:17][CH:18]=[C:19]([C:22]5[N:26]=[CH:25][N:24](C(C6C=CC=CC=6)(C6C=CC=CC=6)C6C=CC=CC=6)[N:23]=5)[CH:20]=4)[N:15](C4CCCCO4)[N:14]=3)[CH:8]=2)=[O:5])[CH2:3][CH2:2]1. Product: [NH:24]1[CH:25]=[N:26][C:22]([C:19]2[CH:20]=[C:21]3[C:16](=[CH:17][CH:18]=2)[NH:15][N:14]=[C:13]3[C:9]2[CH:8]=[C:7]([NH:6][C:4]([CH:1]3[CH2:2][CH2:3]3)=[O:5])[CH:12]=[CH:11][CH:10]=2)=[N:23]1. The catalyst class is: 89.